From a dataset of NCI-60 drug combinations with 297,098 pairs across 59 cell lines. Regression. Given two drug SMILES strings and cell line genomic features, predict the synergy score measuring deviation from expected non-interaction effect. (1) Drug 1: C1=NC2=C(N1)C(=S)N=C(N2)N. Drug 2: CC12CCC3C(C1CCC2O)C(CC4=C3C=CC(=C4)O)CCCCCCCCCS(=O)CCCC(C(F)(F)F)(F)F. Cell line: SK-OV-3. Synergy scores: CSS=37.0, Synergy_ZIP=-12.0, Synergy_Bliss=-4.67, Synergy_Loewe=-4.32, Synergy_HSA=-3.57. (2) Drug 1: CN(C)N=NC1=C(NC=N1)C(=O)N. Drug 2: C1=CC(=CC=C1C#N)C(C2=CC=C(C=C2)C#N)N3C=NC=N3. Cell line: HL-60(TB). Synergy scores: CSS=-2.67, Synergy_ZIP=-3.14, Synergy_Bliss=-17.8, Synergy_Loewe=-18.1, Synergy_HSA=-17.1.